Dataset: CYP2C19 inhibition data for predicting drug metabolism from PubChem BioAssay. Task: Regression/Classification. Given a drug SMILES string, predict its absorption, distribution, metabolism, or excretion properties. Task type varies by dataset: regression for continuous measurements (e.g., permeability, clearance, half-life) or binary classification for categorical outcomes (e.g., BBB penetration, CYP inhibition). Dataset: cyp2c19_veith. (1) The result is 0 (non-inhibitor). The molecule is CC(=O)c1cn(CCCCCCCCCCn2cc(C(C)=O)c(=O)[nH]c2=O)c(=O)[nH]c1=O. (2) The result is 1 (inhibitor). The compound is COc1cc(/C=N/NC(=O)c2cccs2)ccc1OCc1ccccc1. (3) The molecule is O=C(C[C@H](c1ccccc1)c1c(O)c2ccccc2oc1=O)c1ccccc1. The result is 0 (non-inhibitor). (4) The compound is O=C(C1CCN(S(=O)(=O)c2cccc3nsnc23)CC1)N1CCCc2ccccc21. The result is 1 (inhibitor). (5) The compound is COc1cccc(-c2[nH]nc3c2C(c2ccc(C)o2)C(C#N)=C(N)O3)c1. The result is 1 (inhibitor). (6) The drug is O=C(c1ccco1)N1CCC2(CCCN(c3cccc(-c4ccccc4)c3)C2)CC1. The result is 1 (inhibitor). (7) The compound is CCCc1ncc(C[n+]2ccccc2C)c(N)n1.Cl.[Cl-]. The result is 0 (non-inhibitor).